This data is from NCI-60 drug combinations with 297,098 pairs across 59 cell lines. The task is: Regression. Given two drug SMILES strings and cell line genomic features, predict the synergy score measuring deviation from expected non-interaction effect. Drug 1: C1CN(CCN1C(=O)CCBr)C(=O)CCBr. Drug 2: CC1=C(C(=O)C2=C(C1=O)N3CC4C(C3(C2COC(=O)N)OC)N4)N. Cell line: SN12C. Synergy scores: CSS=26.4, Synergy_ZIP=-11.0, Synergy_Bliss=-4.88, Synergy_Loewe=-19.9, Synergy_HSA=-4.89.